Dataset: Forward reaction prediction with 1.9M reactions from USPTO patents (1976-2016). Task: Predict the product of the given reaction. Given the reactants [N:1]1([C:5]2[N:10]=[N:9][C:8]([O:11][CH2:12][C:13]3[CH:18]=[CH:17][CH:16]=[CH:15][CH:14]=3)=[C:7]([O:19][CH2:20][C:21]3[CH:26]=[CH:25][CH:24]=[CH:23][CH:22]=3)[CH:6]=2)[CH2:4][CH2:3][CH2:2]1.[CH2:27](OC1N=NC(Cl)=CC=1OCC1C=CC=CC=1)C1C=CC=CC=1.C(OC1N=NC(C#CC(C)C)=CC=1OCC1C=CC=CC=1)C1C=CC=CC=1.CNCCC, predict the reaction product. The product is: [CH2:20]([O:19][C:7]1[CH:6]=[C:5]([N:1]([CH3:4])[CH2:2][CH2:3][CH3:27])[N:10]=[N:9][C:8]=1[O:11][CH2:12][C:13]1[CH:18]=[CH:17][CH:16]=[CH:15][CH:14]=1)[C:21]1[CH:22]=[CH:23][CH:24]=[CH:25][CH:26]=1.